Dataset: Catalyst prediction with 721,799 reactions and 888 catalyst types from USPTO. Task: Predict which catalyst facilitates the given reaction. (1) The catalyst class is: 3. Reactant: [CH3:1][O:2][C:3]1[CH:8]=[CH:7][CH:6]=[CH:5][C:4]=1[C:9]1[NH:10][C:11](=[O:24])[C:12]2[CH2:18][N:17]([C:19]([O:21][CH2:22][CH3:23])=[O:20])[CH2:16][CH2:15][C:13]=2[N:14]=1.[H-].[Li+].Br[CH2:28][CH2:29][C:30]1[CH:35]=[CH:34][CH:33]=[CH:32][CH:31]=1. Product: [CH3:1][O:2][C:3]1[CH:8]=[CH:7][CH:6]=[CH:5][C:4]=1[C:9]1[N:10]([CH2:28][CH2:29][C:30]2[CH:35]=[CH:34][CH:33]=[CH:32][CH:31]=2)[C:11](=[O:24])[C:12]2[CH2:18][N:17]([C:19]([O:21][CH2:22][CH3:23])=[O:20])[CH2:16][CH2:15][C:13]=2[N:14]=1. (2) Reactant: [CH3:1][O:2][CH2:3][C:4]1[N:5]=[C:6]([C:12]2[CH:17]=[CH:16][CH:15]=[CH:14][CH:13]=2)[S:7][C:8]=1[C:9](=O)[CH3:10].CC(C)([O-])C.[K+].[C:24](OCC)(=O)[C:25]([O:27][CH2:28][CH3:29])=[O:26].C(O)(=O)C.O.[NH2:39][NH2:40]. Product: [CH2:28]([O:27][C:25]([C:24]1[NH:39][N:40]=[C:9]([C:8]2[S:7][C:6]([C:12]3[CH:17]=[CH:16][CH:15]=[CH:14][CH:13]=3)=[N:5][C:4]=2[CH2:3][O:2][CH3:1])[CH:10]=1)=[O:26])[CH3:29]. The catalyst class is: 56. (3) Reactant: C(Cl)(=O)C(Cl)=O.[C:7]([C:11]1[CH:19]=[CH:18][C:14]([C:15](O)=[O:16])=[C:13]([F:20])[CH:12]=1)([CH3:10])([CH3:9])[CH3:8].[NH3:21]. Product: [C:7]([C:11]1[CH:19]=[CH:18][C:14]([C:15]([NH2:21])=[O:16])=[C:13]([F:20])[CH:12]=1)([CH3:10])([CH3:9])[CH3:8]. The catalyst class is: 1. (4) Product: [CH3:1][O:2][C:3](=[O:12])[C:4]1[C:9]([NH:20][CH2:13][C:14]2[CH:19]=[CH:18][CH:17]=[CH:16][CH:15]=2)=[CH:8][C:7]([Cl:11])=[N:6][CH:5]=1. The catalyst class is: 3. Reactant: [CH3:1][O:2][C:3](=[O:12])[C:4]1[C:9](Cl)=[CH:8][C:7]([Cl:11])=[N:6][CH:5]=1.[CH2:13]([NH2:20])[C:14]1[CH:19]=[CH:18][CH:17]=[CH:16][CH:15]=1.CCN(CC)CC.O. (5) Reactant: [NH2:1][C:2]1[C:18]([F:19])=[CH:17][CH:16]=[CH:15][C:3]=1[C:4]([NH:6][C:7]1[CH:12]=[CH:11][CH:10]=[C:9]([Br:13])[C:8]=1[CH3:14])=[O:5].Cl[C:21]([O:24]C(=O)OC(Cl)(Cl)Cl)(Cl)Cl.C([O-])(O)=O.[Na+]. Product: [Br:13][C:9]1[C:8]([CH3:14])=[C:7]([N:6]2[C:4](=[O:5])[C:3]3[C:2](=[C:18]([F:19])[CH:17]=[CH:16][CH:15]=3)[NH:1][C:21]2=[O:24])[CH:12]=[CH:11][CH:10]=1. The catalyst class is: 49.